This data is from Reaction yield outcomes from USPTO patents with 853,638 reactions. The task is: Predict the reaction yield, written as a fraction of the theoretical maximum amount of product (1.0 means a 100% yield; for example, 0.34 means a 34% yield). (1) The reactants are C([N:8](CC1C=CC=CC=1)[C@@H:9]1[CH2:14][CH2:13][CH2:12][C@:11]([CH3:16])([OH:15])[CH2:10]1)C1C=CC=CC=1.[H][H]. The catalyst is C(O)C.[OH-].[OH-].[Pd+2]. The product is [NH2:8][C@@H:9]1[CH2:14][CH2:13][CH2:12][C@@:11]([CH3:16])([OH:15])[CH2:10]1. The yield is 0.620. (2) The reactants are [CH2:1]([C:13]1[CH:17]=[CH:16][S:15][C:14]=1/[CH:18]=[CH:19]/[C:20]1[S:21][CH:22]=[CH:23][C:24]=1[CH2:25][CH2:26][CH2:27][CH2:28][CH2:29][CH2:30][CH2:31][CH2:32][CH2:33][CH2:34][CH2:35][CH3:36])[CH2:2][CH2:3][CH2:4][CH2:5][CH2:6][CH2:7][CH2:8][CH2:9][CH2:10][CH2:11][CH3:12].C([Li])CCC.[CH3:42][Sn:43](Cl)([CH3:45])[CH3:44].[NH4+].[Cl-]. The catalyst is C1COCC1. The product is [CH2:25]([C:24]1[CH:23]=[C:22]([Sn:43]([CH3:45])([CH3:44])[CH3:42])[S:21][C:20]=1/[CH:19]=[CH:18]/[C:14]1[S:15][C:16]([Sn:43]([CH3:45])([CH3:44])[CH3:42])=[CH:17][C:13]=1[CH2:1][CH2:2][CH2:3][CH2:4][CH2:5][CH2:6][CH2:7][CH2:8][CH2:9][CH2:10][CH2:11][CH3:12])[CH2:26][CH2:27][CH2:28][CH2:29][CH2:30][CH2:31][CH2:32][CH2:33][CH2:34][CH2:35][CH3:36]. The yield is 0.730. (3) The reactants are C([O:5][P:6]([CH:13]([F:26])[C:14]1[CH:19]=[CH:18][C:17]([C:20]2[CH:25]=[CH:24][CH:23]=[CH:22][N:21]=2)=[CH:16][CH:15]=1)(=[O:12])[O:7]C(C)(C)C)(C)(C)C. The catalyst is C(O)(=O)C. The product is [F:26][CH:13]([P:6](=[O:5])([OH:12])[OH:7])[C:14]1[CH:19]=[CH:18][C:17]([C:20]2[CH:25]=[CH:24][CH:23]=[CH:22][N:21]=2)=[CH:16][CH:15]=1. The yield is 0.810. (4) The reactants are [CH2:1]([N:3]([CH2:37][CH3:38])[CH2:4][CH2:5][CH2:6][NH:7][C:8]1[N:9]=[C:10]([C:27]2[CH:28]=[C:29]([CH:33]=[CH:34][C:35]=2[CH3:36])[C:30]([OH:32])=O)[C:11]2[CH:17]=[CH:16][C:15](=[O:18])[N:14]([C:19]3[C:24]([F:25])=[CH:23][CH:22]=[CH:21][C:20]=3[F:26])[C:12]=2[N:13]=1)[CH3:2].CN(C(ON1N=NC2C=CC=CC1=2)=[N+](C)C)C.F[P-](F)(F)(F)(F)F.C(N(CC)CC)C.[NH:70]1[CH:74]=[C:73]([CH2:75][CH2:76][NH2:77])[N:72]=[CH:71]1. The catalyst is CN(C=O)C. The product is [CH2:1]([N:3]([CH2:37][CH3:38])[CH2:4][CH2:5][CH2:6][NH:7][C:8]1[N:9]=[C:10]([C:27]2[CH:28]=[C:29]([CH:33]=[CH:34][C:35]=2[CH3:36])[C:30]([NH:77][CH2:76][CH2:75][C:73]2[N:72]=[CH:71][NH:70][CH:74]=2)=[O:32])[C:11]2[CH:17]=[CH:16][C:15](=[O:18])[N:14]([C:19]3[C:20]([F:26])=[CH:21][CH:22]=[CH:23][C:24]=3[F:25])[C:12]=2[N:13]=1)[CH3:2]. The yield is 0.850. (5) The reactants are [OH:1][C:2]1[C:3]([N+:9]([O-])=O)=[N:4][C:5]([CH3:8])=[CH:6][CH:7]=1.O.O.[SH-].[Na+]. The catalyst is CO.CCO. The product is [NH2:9][C:3]1[C:2]([OH:1])=[CH:7][CH:6]=[C:5]([CH3:8])[N:4]=1. The yield is 0.890. (6) The reactants are [CH3:1][O:2][C:3]1[CH:4]=[C:5]([CH:10]=[CH:11][C:12]=1[O:13][CH3:14])[C:6]([O:8][CH3:9])=[O:7].[Br:15]Br. The catalyst is CC(O)=O. The product is [CH3:9][O:8][C:6](=[O:7])[C:5]1[CH:4]=[C:3]([O:2][CH3:1])[C:12]([O:13][CH3:14])=[CH:11][C:10]=1[Br:15]. The yield is 0.640. (7) The reactants are [CH:1]([C:4]1[C:5]([O:13][CH2:14][CH2:15][CH3:16])=[C:6]([CH:10]=[CH:11][CH:12]=1)[CH2:7]CN)([CH3:3])[CH3:2].[CH:17]([N:20](C(C)C)CC)(C)C.Cl.[O:27]=[C:28]1[NH:37][C:36]2[N:35]=[CH:34][C:33](/[CH:38]=[CH:39]/[C:40]([OH:42])=O)=[CH:32][C:31]=2[CH2:30][CH2:29]1.O.ON1C2C=CC=CC=2N=N1.Cl.CN(C)CCCN=C=NCC. The catalyst is CN(C=O)C.O. The product is [CH:1]([C:4]1[C:5]([O:13][CH2:14][CH2:15][CH3:16])=[C:6]([CH:10]=[CH:11][CH:12]=1)[CH2:7][N:20]([CH3:17])[C:40](=[O:42])/[CH:39]=[CH:38]/[C:33]1[CH:34]=[N:35][C:36]2[NH:37][C:28](=[O:27])[CH2:29][CH2:30][C:31]=2[CH:32]=1)([CH3:2])[CH3:3]. The yield is 0.630.